Dataset: Reaction yield outcomes from USPTO patents with 853,638 reactions. Task: Predict the reaction yield, written as a fraction of the theoretical maximum amount of product (1.0 means a 100% yield; for example, 0.34 means a 34% yield). (1) The reactants are C(OC([NH:8][C@H:9]([C:11]1[CH:20]=[CH:19][C:14]([C:15]([O:17][CH3:18])=[O:16])=[CH:13][CH:12]=1)[CH3:10])=O)(C)(C)C.[ClH:21]. No catalyst specified. The product is [ClH:21].[NH2:8][C@H:9]([C:11]1[CH:20]=[CH:19][C:14]([C:15]([O:17][CH3:18])=[O:16])=[CH:13][CH:12]=1)[CH3:10]. The yield is 0.970. (2) The reactants are [CH3:1][NH:2][NH2:3].[C:4](=[O:20])([O-])[O:5][C:6]1[CH:11]=C(Cl)C(Cl)=C(C(C)(C)C)[C:7]=1Cl.[CH2:21](N(CC)CC)C. The catalyst is C(O)(C)(C)C. The product is [CH3:1][N:2]([C:4]([O:5][C:6]([CH3:7])([CH3:11])[CH3:21])=[O:20])[NH2:3]. The yield is 0.440. (3) The catalyst is [Cl-].C([N+](CC)(CC)CC)C1C=CC=CC=1. The yield is 0.801. The product is [O:1]1[C:5]2[CH:6]=[CH:7][C:8]([C:10]3([C:11]([OH:19])=[O:17])[CH2:15][CH2:14]3)=[CH:9][C:4]=2[O:3][CH2:2]1. The reactants are [O:1]1[C:5]2[CH:6]=[CH:7][C:8]([CH2:10][C:11]#N)=[CH:9][C:4]=2[O:3][CH2:2]1.Br[CH2:14][CH2:15]Cl.[OH-:17].[Na+].[OH2:19]. (4) The product is [CH2:27]([O:26][C:24]([C:21]1([CH2:30][CH2:31][CH3:32])[CH2:22][CH2:23][N:18]([C:11]([O:13][C:14]([CH3:17])([CH3:16])[CH3:15])=[O:12])[CH2:19][CH2:20]1)=[O:25])[CH3:28]. The catalyst is C1COCC1. The reactants are C[Si](C)(C)[N-][Si](C)(C)C.[K+].[C:11]([N:18]1[CH2:23][CH2:22][CH:21]([C:24]([O:26][CH2:27][CH3:28])=[O:25])[CH2:20][CH2:19]1)([O:13][C:14]([CH3:17])([CH3:16])[CH3:15])=[O:12].I[CH2:30][CH2:31][CH3:32]. The yield is 0.660. (5) The reactants are [F:1][C:2]1[CH:7]=[CH:6][C:5]([OH:8])=[C:4]([CH3:9])[C:3]=1[NH:10][CH2:11][C:12]1[CH:17]=[C:16]([C:18]2[CH:23]=[CH:22][CH:21]=[C:20]([F:24])[CH:19]=2)[CH:15]=[C:14]([CH3:25])[C:13]=1[CH3:26].C([O-])([O-])=O.[Cs+].[Cs+].Br[CH2:34][C:35]([O:37][CH:38]([CH3:40])[CH3:39])=[O:36].O. The catalyst is CN(C=O)C.CCOC(C)=O. The product is [F:1][C:2]1[CH:7]=[CH:6][C:5]([O:8][CH2:34][C:35]([O:37][CH:38]([CH3:40])[CH3:39])=[O:36])=[C:4]([CH3:9])[C:3]=1[NH:10][CH2:11][C:12]1[CH:17]=[C:16]([C:18]2[CH:23]=[CH:22][CH:21]=[C:20]([F:24])[CH:19]=2)[CH:15]=[C:14]([CH3:25])[C:13]=1[CH3:26]. The yield is 0.620. (6) The reactants are [Cl:1][C:2]1[C:10]([F:11])=[C:9]2[C:5]([C:6]([S:27][C:28]3[C:29]([F:39])=[C:30]([CH:36]=[CH:37][CH:38]=3)[C:31]([O:33]CC)=[O:32])=[C:7]([CH:24]3[CH2:26][CH2:25]3)[N:8]2[CH2:12][C:13]([N:15]2[C:23]3[C:18](=[CH:19][CH:20]=[CH:21][CH:22]=3)[CH2:17][CH2:16]2)=[O:14])=[CH:4][CH:3]=1.[OH-].[Na+:41]. The catalyst is C1COCC1.CO.O. The product is [Cl:1][C:2]1[C:10]([F:11])=[C:9]2[C:5]([C:6]([S:27][C:28]3[C:29]([F:39])=[C:30]([CH:36]=[CH:37][CH:38]=3)[C:31]([O-:33])=[O:32])=[C:7]([CH:24]3[CH2:25][CH2:26]3)[N:8]2[CH2:12][C:13]([N:15]2[C:23]3[C:18](=[CH:19][CH:20]=[CH:21][CH:22]=3)[CH2:17][CH2:16]2)=[O:14])=[CH:4][CH:3]=1.[Na+:41]. The yield is 0.890. (7) The reactants are [NH2:1][C@@H:2]([CH2:8][C:9]1[CH:14]=[CH:13][CH:12]=[CH:11][CH:10]=1)[C:3]([N:5]([CH3:7])[CH3:6])=O.[H-].[Al+3].[Li+].[H-].[H-].[H-].C1(C)C=CC=CC=1.CCOCC. The catalyst is O1CCCC1.C(OCC)(=O)C. The product is [CH3:7][N:5]([CH3:6])[CH2:3][C@@H:2]([NH2:1])[CH2:8][C:9]1[CH:14]=[CH:13][CH:12]=[CH:11][CH:10]=1. The yield is 0.650.